This data is from hERG potassium channel inhibition data for cardiac toxicity prediction from Karim et al.. The task is: Regression/Classification. Given a drug SMILES string, predict its toxicity properties. Task type varies by dataset: regression for continuous values (e.g., LD50, hERG inhibition percentage) or binary classification for toxic/non-toxic outcomes (e.g., AMES mutagenicity, cardiotoxicity, hepatotoxicity). Dataset: herg_karim. (1) The compound is CN(CCN1CC2CN(CCCOc3ccc(F)cc3)CC(C1)O2)S(=O)(=O)c1ccc(C#N)cc1. The result is 0 (non-blocker). (2) The drug is O=C1CN(CCc2ccc(F)cc2)CCN1C1CCc2cc(Cn3ccnc3)ccc2C1. The result is 1 (blocker). (3) The drug is N#Cc1c(-c2ccccc2)cc(-c2ccccc2)nc1/N=c1\sc(-c2ccccc2)nn1-c1ccccc1. The result is 1 (blocker). (4) The drug is O=C(Cn1cc(Nc2nncc3cc(OCCCN4CCC[C@@H]4COP(=O)(O)O)ccc23)cn1)Nc1cccc(F)c1F. The result is 0 (non-blocker).